From a dataset of Catalyst prediction with 721,799 reactions and 888 catalyst types from USPTO. Predict which catalyst facilitates the given reaction. (1) Reactant: [H-].[Al+3].[Li+].[H-].[H-].[H-].C1COCC1.O=[C:13]1[NH:18][CH2:17][C@H:16]([C:19](OC)=[O:20])[C@@H:15]([C:23]2[CH:28]=[CH:27][CH:26]=[CH:25][CH:24]=2)[CH2:14]1.[OH-].[Na+]. Product: [C:23]1([C@H:15]2[CH2:14][CH2:13][NH:18][CH2:17][C@@H:16]2[CH2:19][OH:20])[CH:24]=[CH:25][CH:26]=[CH:27][CH:28]=1. The catalyst class is: 93. (2) Reactant: [C:1]([N:8]1[CH2:13][CH2:12][C:11](=O)[CH2:10][CH2:9]1)([O:3][C:4]([CH3:7])([CH3:6])[CH3:5])=[O:2].C(O)(=O)C.[NH2:19][C@@H:20]([C:25]1[CH:30]=[CH:29][CH:28]=[CH:27][CH:26]=1)[C:21]([CH3:24])([OH:23])[CH3:22].C(O[BH-](OC(=O)C)OC(=O)C)(=O)C.[Na+]. Product: [OH:23][C:21]([CH3:24])([CH3:22])[C@@H:20]([NH:19][CH:11]1[CH2:12][CH2:13][N:8]([C:1]([O:3][C:4]([CH3:7])([CH3:6])[CH3:5])=[O:2])[CH2:9][CH2:10]1)[C:25]1[CH:26]=[CH:27][CH:28]=[CH:29][CH:30]=1. The catalyst class is: 2. (3) Reactant: [CH3:1][C:2]1([CH3:16])[C:6]([CH3:8])([CH3:7])[O:5][B:4]([C:9]2[CH:10]=[C:11]([OH:15])[CH:12]=[CH:13][CH:14]=2)[O:3]1.C([O-])([O-])=O.[Cs+].[Cs+].[C:23]([O:27][C:28]([N:30]1[CH2:35][CH2:34][CH:33](OS(C)(=O)=O)[CH2:32][CH2:31]1)=[O:29])([CH3:26])([CH3:25])[CH3:24]. Product: [C:23]([O:27][C:28]([N:30]1[CH2:35][CH2:34][CH:33]([O:15][C:11]2[CH:12]=[CH:13][CH:14]=[C:9]([B:4]3[O:3][C:2]([CH3:16])([CH3:1])[C:6]([CH3:7])([CH3:8])[O:5]3)[CH:10]=2)[CH2:32][CH2:31]1)=[O:29])([CH3:26])([CH3:24])[CH3:25]. The catalyst class is: 179. (4) Reactant: [C:1]([C:3]1[CH:8]=[CH:7][C:6]([N:9]2[C:13](=[O:14])[C:12]([CH3:16])([CH3:15])[N:11]([C:17]3[CH:22]=[CH:21][C:20]([C:23]4[CH:41]=[CH:40][C:26]([O:27][CH2:28][CH2:29][O:30][CH2:31][CH2:32][O:33][CH2:34][C:35]([O:37]CC)=[O:36])=[CH:25][CH:24]=4)=[CH:19][CH:18]=3)[C:10]2=[S:42])=[CH:5][C:4]=1[C:43]([F:46])([F:45])[F:44])#[N:2].[OH-].[Na+]. Product: [C:1]([C:3]1[CH:8]=[CH:7][C:6]([N:9]2[C:13](=[O:14])[C:12]([CH3:16])([CH3:15])[N:11]([C:17]3[CH:22]=[CH:21][C:20]([C:23]4[CH:41]=[CH:40][C:26]([O:27][CH2:28][CH2:29][O:30][CH2:31][CH2:32][O:33][CH2:34][C:35]([OH:37])=[O:36])=[CH:25][CH:24]=4)=[CH:19][CH:18]=3)[C:10]2=[S:42])=[CH:5][C:4]=1[C:43]([F:44])([F:46])[F:45])#[N:2]. The catalyst class is: 40. (5) Reactant: Br[CH:2]([C:8]1[CH:13]=[CH:12][CH:11]=[CH:10][CH:9]=1)[C:3]([O:5][CH2:6][CH3:7])=[O:4].[OH:14][CH2:15][CH:16]1[CH2:21][CH2:20][NH:19][CH2:18][CH2:17]1.C(=O)([O-])[O-].[K+].[K+]. The catalyst class is: 21. Product: [CH3:11][CH2:10][CH2:9][CH:8]([CH3:13])[CH3:2].[C:3]([O:5][CH2:6][CH3:7])(=[O:4])[CH3:2].[OH:14][CH2:15][CH:16]1[CH2:21][CH2:20][N:19]([CH:2]([C:8]2[CH:13]=[CH:12][CH:11]=[CH:10][CH:9]=2)[C:3]([O:5][CH2:6][CH3:7])=[O:4])[CH2:18][CH2:17]1. (6) Product: [Br:3][C:4]1[CH:5]=[N:6][N:7]([CH2:10][CH2:11][F:12])[CH:8]=1. Reactant: [H-].[Na+].[Br:3][C:4]1[CH:5]=[N:6][NH:7][CH:8]=1.Br[CH2:10][CH2:11][F:12]. The catalyst class is: 3. (7) The catalyst class is: 18. Reactant: [Cl:1][C:2]1[CH:7]=[CH:6][C:5]([C:8]2[C:9](=[O:26])[O:10]/[C:11](=[CH:15]\[C:16]3[C:25]4[C:20](=[CH:21][CH:22]=[CH:23][CH:24]=4)[CH:19]=[CH:18][CH:17]=3)/[C:12]=2[O:13]C)=[CH:4][CH:3]=1.[Li+].[Br-].OS(O)(=O)=O. Product: [Cl:1][C:2]1[CH:7]=[CH:6][C:5]([C:8]2[C:9](=[O:26])[O:10]/[C:11](=[CH:15]\[C:16]3[C:25]4[C:20](=[CH:21][CH:22]=[CH:23][CH:24]=4)[CH:19]=[CH:18][CH:17]=3)/[C:12]=2[OH:13])=[CH:4][CH:3]=1.